From a dataset of Forward reaction prediction with 1.9M reactions from USPTO patents (1976-2016). Predict the product of the given reaction. Given the reactants CC([N:5]([C@@:9]([CH3:34])([C:12]([NH:14][C:15]1[CH:16]=[N:17][C:18]([O:21][C:22]2[C:27]3[C:28]4([CH2:31][O:32][CH2:33][C:26]=3[CH:25]=[CH:24][CH:23]=2)[CH2:30][CH2:29]4)=[CH:19][CH:20]=1)=[O:13])[CH2:10][CH3:11])C(=O)[O-])(C)C.C(O)(C(F)(F)F)=O.C([O-])(O)=O.[Na+], predict the reaction product. The product is: [C:28]12([C:27]3[C:22]([O:21][C:18]4[N:17]=[CH:16][C:15]([NH:14][C:12](=[O:13])[C@:9]([CH3:34])([CH2:10][CH3:11])[NH2:5])=[CH:20][CH:19]=4)=[CH:23][CH:24]=[CH:25][C:26]=3[CH2:33][O:32][CH2:31]1)[CH2:29][CH2:30]2.